From a dataset of Catalyst prediction with 721,799 reactions and 888 catalyst types from USPTO. Predict which catalyst facilitates the given reaction. (1) Reactant: [Cl:1][C:2]1[N:3]=[C:4](Cl)[C:5]2[CH:10]=[CH:9][N:8]([S:11]([C:14]3[CH:20]=[CH:19][C:17]([CH3:18])=[CH:16][CH:15]=3)(=[O:13])=[O:12])[C:6]=2[N:7]=1.[CH3:22][N:23]1[C:31]2[C:26](=[CH:27][C:28]([NH2:32])=[CH:29][CH:30]=2)[CH:25]=[N:24]1.CCN(C(C)C)C(C)C.CCOC(C)=O. Product: [Cl:1][C:2]1[N:3]=[C:4]([NH:32][C:28]2[CH:27]=[C:26]3[C:31](=[CH:30][CH:29]=2)[N:23]([CH3:22])[N:24]=[CH:25]3)[C:5]2[CH:10]=[CH:9][N:8]([S:11]([C:14]3[CH:20]=[CH:19][C:17]([CH3:18])=[CH:16][CH:15]=3)(=[O:13])=[O:12])[C:6]=2[N:7]=1. The catalyst class is: 38. (2) Reactant: [Cl:1][C:2]1[CH:7]=[CH:6][C:5]([CH2:8][C:9]([N:11]2[C@@H:15]([CH:16]([CH3:18])[CH3:17])[CH2:14][O:13][C:12]2=[O:19])=[O:10])=[CH:4][CH:3]=1.[CH3:20][Si]([N-][Si](C)(C)C)(C)C.[Na+].CI.CC(O)=O. Product: [Cl:1][C:2]1[CH:7]=[CH:6][C:5]([C@H:8]([CH3:20])[C:9]([N:11]2[C@@H:15]([CH:16]([CH3:17])[CH3:18])[CH2:14][O:13][C:12]2=[O:19])=[O:10])=[CH:4][CH:3]=1. The catalyst class is: 116. (3) Reactant: [H-].[Na+].Cl[C:4]1[C:9]([CH2:10][NH:11][CH2:12][C@@H:13]([C:15]2[CH:20]=[CH:19][CH:18]=[CH:17][CH:16]=2)[OH:14])=[CH:8][CH:7]=[C:6]([Cl:21])[N:5]=1. Product: [Cl:21][C:6]1[CH:7]=[CH:8][C:9]2[CH2:10][NH:11][CH2:12][C@@H:13]([C:15]3[CH:20]=[CH:19][CH:18]=[CH:17][CH:16]=3)[O:14][C:4]=2[N:5]=1. The catalyst class is: 1.